Dataset: Full USPTO retrosynthesis dataset with 1.9M reactions from patents (1976-2016). Task: Predict the reactants needed to synthesize the given product. (1) Given the product [CH2:13]([CH:12]([CH2:15][CH3:16])[CH:11]([C:9]1[CH:8]=[CH:7][C:5]2[N:6]=[C:2]([C:29]3[CH:30]=[CH:31][C:26]([C:24]([O:23][CH3:22])=[O:25])=[CH:27][CH:28]=3)[S:3][C:4]=2[CH:10]=1)[N:17]1[CH:21]=[CH:20][N:19]=[CH:18]1)[CH3:14], predict the reactants needed to synthesize it. The reactants are: Br[C:2]1[S:3][C:4]2[CH:10]=[C:9]([CH:11]([N:17]3[CH:21]=[CH:20][N:19]=[CH:18]3)[CH:12]([CH2:15][CH3:16])[CH2:13][CH3:14])[CH:8]=[CH:7][C:5]=2[N:6]=1.[CH3:22][O:23][C:24]([C:26]1[CH:31]=[CH:30][C:29](B(O)O)=[CH:28][CH:27]=1)=[O:25].C(=O)([O-])[O-].[K+].[K+].N#N. (2) The reactants are: Cl.Cl.[NH:3]1[C:11]2[C:6](=[CH:7][C:8]([C:12]3[C:20]4[C:19]([NH2:21])=[N:18][CH:17]=[N:16][C:15]=4[N:14]([CH3:22])[CH:13]=3)=[CH:9][CH:10]=2)[CH2:5][CH2:4]1.CN(C(ON1N=NC2C=CC=NC1=2)=[N+](C)C)C.F[P-](F)(F)(F)(F)F.CCN(C(C)C)C(C)C.[Cl:56][C:57]1[CH:58]=[C:59]([CH2:64][C:65](O)=[O:66])[CH:60]=[C:61]([F:63])[CH:62]=1. Given the product [Cl:56][C:57]1[CH:58]=[C:59]([CH2:64][C:65]([N:3]2[C:11]3[C:6](=[CH:7][C:8]([C:12]4[C:20]5[C:19]([NH2:21])=[N:18][CH:17]=[N:16][C:15]=5[N:14]([CH3:22])[CH:13]=4)=[CH:9][CH:10]=3)[CH2:5][CH2:4]2)=[O:66])[CH:60]=[C:61]([F:63])[CH:62]=1, predict the reactants needed to synthesize it. (3) The reactants are: [CH3:1][O:2][C:3]1[CH:30]=[CH:29][C:6]([CH2:7][N:8]2[CH:12]=[C:11]([C:13]3[CH:14]=[C:15]4[N:20]([C:21]5[CH:22]=[C:23]([CH:25]=[CH:26][C:27]=5[CH3:28])[NH2:24])[CH:19]=[CH:18][N:16]4[N:17]=3)[CH:10]=[N:9]2)=[CH:5][CH:4]=1.[C:31]([C:33]1[CH:34]=[C:35]([CH:39]=[C:40]([S:42]([F:47])([F:46])([F:45])([F:44])[F:43])[CH:41]=1)[C:36](O)=[O:37])#[N:32]. Given the product [C:31]([C:33]1[CH:34]=[C:35]([CH:39]=[C:40]([S:42]([F:46])([F:47])([F:43])([F:44])[F:45])[CH:41]=1)[C:36]([NH:24][C:23]1[CH:25]=[CH:26][C:27]([CH3:28])=[C:21]([N:20]2[C:15]3[N:16]([N:17]=[C:13]([C:11]4[CH:10]=[N:9][N:8]([CH2:7][C:6]5[CH:5]=[CH:4][C:3]([O:2][CH3:1])=[CH:30][CH:29]=5)[CH:12]=4)[CH:14]=3)[CH:18]=[CH:19]2)[CH:22]=1)=[O:37])#[N:32], predict the reactants needed to synthesize it.